This data is from Catalyst prediction with 721,799 reactions and 888 catalyst types from USPTO. The task is: Predict which catalyst facilitates the given reaction. Product: [CH3:29][N:27]1[CH:28]=[C:24]([NH:23][C:20]2[N:19]=[C:18]3[N:14]([CH:10]4[CH2:11][CH2:12][CH2:13][NH:8][CH2:9]4)[N:15]=[CH:16][C:17]3=[CH:22][N:21]=2)[CH:25]=[N:26]1. The catalyst class is: 4. Reactant: C(OC([N:8]1[CH2:13][CH2:12][CH2:11][CH:10]([N:14]2[C:18]3=[N:19][C:20]([NH:23][C:24]4[CH:25]=[N:26][N:27]([CH3:29])[CH:28]=4)=[N:21][CH:22]=[C:17]3[CH:16]=[N:15]2)[CH2:9]1)=O)(C)(C)C.FC(F)(F)C(O)=O.